Dataset: Full USPTO retrosynthesis dataset with 1.9M reactions from patents (1976-2016). Task: Predict the reactants needed to synthesize the given product. Given the product [Br:1][C:2]1[N:3]([CH2:10][O:11][CH2:12][CH2:13][Si:14]([CH3:17])([CH3:16])[CH3:15])[CH:4]=[C:5]([C:7]([N:46]([CH2:47][CH2:48][CH2:49][CH3:50])[CH2:42][CH2:43][CH2:44][CH3:45])=[O:9])[N:6]=1, predict the reactants needed to synthesize it. The reactants are: [Br:1][C:2]1[N:3]([CH2:10][O:11][CH2:12][CH2:13][Si:14]([CH3:17])([CH3:16])[CH3:15])[CH:4]=[C:5]([C:7]([OH:9])=O)[N:6]=1.CN(C(ON1N=NC2C=CC=NC1=2)=[N+](C)C)C.F[P-](F)(F)(F)(F)F.[CH2:42]([NH:46][CH2:47][CH2:48][CH2:49][CH3:50])[CH2:43][CH2:44][CH3:45].C(N(C(C)C)CC)(C)C.